The task is: Regression. Given a peptide amino acid sequence and an MHC pseudo amino acid sequence, predict their binding affinity value. This is MHC class I binding data.. This data is from Peptide-MHC class I binding affinity with 185,985 pairs from IEDB/IMGT. (1) The peptide sequence is ACQGVGGPGHK. The MHC is HLA-B18:01 with pseudo-sequence HLA-B18:01. The binding affinity (normalized) is 0. (2) The peptide sequence is QPQEQVPL. The MHC is HLA-B35:01 with pseudo-sequence HLA-B35:01. The binding affinity (normalized) is 0. (3) The peptide sequence is EVIEQWHSL. The MHC is HLA-A26:01 with pseudo-sequence HLA-A26:01. The binding affinity (normalized) is 0.936. (4) The binding affinity (normalized) is 0. The MHC is HLA-A02:01 with pseudo-sequence HLA-A02:01. The peptide sequence is EISTNIRQA. (5) The MHC is HLA-A68:01 with pseudo-sequence HLA-A68:01. The binding affinity (normalized) is 0. The peptide sequence is PAAEFRRVAH. (6) The peptide sequence is YTVKIPNL. The MHC is H-2-Db with pseudo-sequence H-2-Db. The binding affinity (normalized) is 0. (7) The peptide sequence is TELQNITFDM. The MHC is HLA-B40:01 with pseudo-sequence HLA-B40:01. The binding affinity (normalized) is 0.136. (8) The peptide sequence is IQIQATETA. The MHC is HLA-B15:17 with pseudo-sequence HLA-B15:17. The binding affinity (normalized) is 0.0847.